This data is from Catalyst prediction with 721,799 reactions and 888 catalyst types from USPTO. The task is: Predict which catalyst facilitates the given reaction. (1) Reactant: CS(O[CH2:6][CH:7]1[CH2:9][CH:8]1[C:10]1[N:14]2[C:15](=[O:30])[CH:16]=[C:17]([CH2:19][N:20]([CH2:28][CH3:29])[C:21]3[CH:26]=[CH:25][C:24]([F:27])=[CH:23][CH:22]=3)[N:18]=[C:13]2[S:12][C:11]=1[CH3:31])(=O)=O.[F-:32].[Cs+]. Product: [CH2:28]([N:20]([CH2:19][C:17]1[N:18]=[C:13]2[S:12][C:11]([CH3:31])=[C:10]([C@@H:8]3[CH2:9][C@H:7]3[CH2:6][F:32])[N:14]2[C:15](=[O:30])[CH:16]=1)[C:21]1[CH:26]=[CH:25][C:24]([F:27])=[CH:23][CH:22]=1)[CH3:29]. The catalyst class is: 41. (2) Reactant: Cl[C:2]1[CH:3]=[C:4]([CH2:18][C:19]([O:21]C)=[O:20])[CH:5]=[CH:6][C:7]=1NC(NC1C=CC=CC=1)=O.[OH-].[Na+]. Product: [C:4]1([CH2:18][C:19]([OH:21])=[O:20])[CH:5]=[CH:6][CH:7]=[CH:2][CH:3]=1. The catalyst class is: 1. (3) Reactant: Cl.[CH3:2][CH:3]([O:5][C:6]1[CH:11]=[CH:10][C:9]([NH:12][NH2:13])=[CH:8][CH:7]=1)[CH3:4].C[O:15][CH:16](OC)[C:17](=O)[CH:18]=[CH:19]N(C)C. Product: [CH3:4][CH:3]([O:5][C:6]1[CH:11]=[CH:10][C:9]([N:12]2[C:17]([CH:16]=[O:15])=[CH:18][CH:19]=[N:13]2)=[CH:8][CH:7]=1)[CH3:2]. The catalyst class is: 8. (4) Reactant: [NH:1]1[CH2:5][CH2:4][CH2:3][CH2:2]1.C(N(CC)CC)C.ON1C2C=CC=CC=2N=N1.Cl.CN(C)CCCN=C=NCC.[F:35][C:36]1[CH:37]=[C:38]([NH2:45])[C:39](=[CH:43][CH:44]=1)[C:40](O)=[O:41]. Product: [NH2:45][C:38]1[CH:37]=[C:36]([F:35])[CH:44]=[CH:43][C:39]=1[C:40]([N:1]1[CH2:5][CH2:4][CH2:3][CH2:2]1)=[O:41]. The catalyst class is: 136. (5) Reactant: [NH:1]1[CH2:6][CH2:5][NH:4][CH2:3][CH2:2]1.[CH3:7][C:8]1[CH:15]=[CH:14][C:11]([CH2:12]Cl)=[CH:10][CH:9]=1.[OH-].[Na+].C(N(CC)CC)C.[C:25](OC([O-])=O)([O:27][C:28]([CH3:31])([CH3:30])[CH3:29])=[O:26]. Product: [CH3:7][C:8]1[CH:15]=[CH:14][C:11]([CH2:12][N:1]2[CH2:6][CH2:5][N:4]([C:25]([O:27][C:28]([CH3:31])([CH3:30])[CH3:29])=[O:26])[CH2:3][CH2:2]2)=[CH:10][CH:9]=1. The catalyst class is: 133. (6) Reactant: [C:1]([NH:8][C:9]1[CH:13]=[C:12]([C:14]([CH3:17])([CH3:16])[CH3:15])[S:11][C:10]=1[C:18]([O:20]C)=[O:19])([O:3][C:4]([CH3:7])([CH3:6])[CH3:5])=[O:2].C1COCC1.[OH-].[Na+]. Product: [C:1]([NH:8][C:9]1[CH:13]=[C:12]([C:14]([CH3:17])([CH3:16])[CH3:15])[S:11][C:10]=1[C:18]([OH:20])=[O:19])([O:3][C:4]([CH3:7])([CH3:6])[CH3:5])=[O:2]. The catalyst class is: 5.